This data is from Forward reaction prediction with 1.9M reactions from USPTO patents (1976-2016). The task is: Predict the product of the given reaction. (1) The product is: [F:1][C:2]1[C:14]([F:15])=[C:13]([F:16])[CH:12]=[CH:11][C:3]=1[NH:4][C@@H:5]([CH3:10])[C:6]([OH:8])=[O:7]. Given the reactants [F:1][C:2]1[C:14]([F:15])=[C:13]([F:16])[CH:12]=[CH:11][C:3]=1[NH:4][CH:5]([CH3:10])[C:6]([O:8]C)=[O:7].P([O-])([O-])([O-])=O.Cl, predict the reaction product. (2) The product is: [Br:1][C:2]1[CH:3]=[C:4]2[C:9](=[CH:10][CH:11]=1)[C:8](=[O:12])[NH:7][C:6](=[O:13])/[C:5]/2=[CH:14]\[NH:27][C:23]1[CH:24]=[C:25]2[C:20](=[CH:21][CH:22]=1)[CH2:19][N:18]([CH3:17])[CH2:26]2. Given the reactants [Br:1][C:2]1[CH:3]=[C:4]2[C:9](=[CH:10][CH:11]=1)[C:8](=[O:12])[NH:7][C:6](=[O:13])/[C:5]/2=[CH:14]/OC.[CH3:17][N:18]1[CH2:26][C:25]2[C:20](=[CH:21][CH:22]=[C:23]([NH2:27])[CH:24]=2)[CH2:19]1.C(N(CC)CC)C, predict the reaction product. (3) Given the reactants [NH2:1][C:2]1[N:3]=[C:4]([Cl:23])[C:5]2[CH2:10][C:9](=[O:11])[N:8]([CH2:12][C:13]3[C:18]([CH3:19])=[C:17]([O:20][CH3:21])[C:16]([CH3:22])=[CH:15][N:14]=3)[C:6]=2[N:7]=1.C[C:25]1[C:29]([C:30](=[O:40])[CH2:31][O:32][CH2:33][CH2:34][N:35]2[CH2:39][CH2:38][CH2:37][CH2:36]2)=[C:28](C)[NH:27][C:26]=1[CH:42]=O.N1CCCCC1, predict the reaction product. The product is: [NH2:1][C:2]1[N:3]=[C:4]([Cl:23])[C:5]2=[C:6]([N:8]([CH2:12][C:13]3[C:18]([CH3:19])=[C:17]([O:20][CH3:21])[C:16]([CH3:22])=[CH:15][N:14]=3)[C:9](=[O:11])/[C:10]/2=[CH:42]\[C:26]2[NH:27][CH:28]=[C:29]([C:30](=[O:40])[CH2:31][O:32][CH2:33][CH2:34][N:35]3[CH2:39][CH2:38][CH2:37][CH2:36]3)[CH:25]=2)[N:7]=1. (4) Given the reactants [CH3:1][O:2][C:3](=[O:35])[CH2:4][C@H:5]1[C:9]2[CH:10]=[CH:11][C:12]([O:14][C@H:15]3[C:23]4[C:18](=[C:19]([O:25][C:26]5[CH:31]=[CH:30][C:29]([OH:32])=[C:28]([C:33]#[N:34])[CH:27]=5)[CH:20]=[CH:21][C:22]=4[F:24])[CH2:17][CH2:16]3)=[CH:13][C:8]=2[O:7][CH2:6]1.[OH:36][C:37]([CH3:52])([CH3:51])[CH2:38][CH2:39]OS(C1C=CC(C)=CC=1)(=O)=O, predict the reaction product. The product is: [CH3:1][O:2][C:3](=[O:35])[CH2:4][C@H:5]1[C:9]2[CH:10]=[CH:11][C:12]([O:14][C@H:15]3[C:23]4[C:18](=[C:19]([O:25][C:26]5[CH:31]=[CH:30][C:29]([O:32][CH2:39][CH2:38][C:37]([OH:36])([CH3:52])[CH3:51])=[C:28]([C:33]#[N:34])[CH:27]=5)[CH:20]=[CH:21][C:22]=4[F:24])[CH2:17][CH2:16]3)=[CH:13][C:8]=2[O:7][CH2:6]1.